From a dataset of Reaction yield outcomes from USPTO patents with 853,638 reactions. Predict the reaction yield, written as a fraction of the theoretical maximum amount of product (1.0 means a 100% yield; for example, 0.34 means a 34% yield). (1) The reactants are [Cl:1][C:2]1[C:11]2[CH2:10][CH2:9][CH:8]([CH2:12][OH:13])[CH2:7][C:6]=2[N:5]=[CH:4][N:3]=1.[C:14](=O)([O-])[O-].[K+].[K+]. The catalyst is C1COCC1. The product is [Cl:1][C:2]1[C:11]2[CH2:10][CH2:9][CH:8]([CH2:12][O:13][CH3:14])[CH2:7][C:6]=2[N:5]=[CH:4][N:3]=1. The yield is 0.350. (2) The product is [O:1]([C:8]1[C:9]([CH:14]=[O:15])=[N:10][CH:11]=[CH:12][CH:13]=1)[C:2]1[CH:3]=[CH:4][CH:5]=[CH:6][CH:7]=1. The catalyst is C(Cl)Cl.O=[Mn]=O. The yield is 0.670. The reactants are [O:1]([C:8]1[C:9]([CH2:14][OH:15])=[N:10][CH:11]=[CH:12][CH:13]=1)[C:2]1[CH:7]=[CH:6][CH:5]=[CH:4][CH:3]=1. (3) The reactants are [NH:1]1[CH2:8][CH2:7][CH2:6][C@H:2]1[C:3]([OH:5])=[O:4].C(N(CC)CC)C.[C:16](N=[N+]=[N-])([O:18][C:19]([CH3:22])([CH3:21])[CH3:20])=[O:17].C(Cl)(Cl)Cl.CO. The catalyst is CN(C=O)C. The product is [N:1]1([C:16]([O:18][C:19]([CH3:22])([CH3:21])[CH3:20])=[O:17])[CH2:8][CH2:7][CH2:6][C@H:2]1[C:3]([OH:5])=[O:4]. The yield is 0.800. (4) The reactants are [CH3:1][O:2][C:3]1[C:4](=[O:36])[C:5]([CH3:35])=[C:6]([CH2:12][C:13]2[CH:14]=[CH:15][C:16]([O:31]C(=O)C)=[C:17]([CH:30]=2)[C:18]([NH:20][C:21]2[CH:29]=[CH:28][C:24]([C:25]([OH:27])=[O:26])=[CH:23][CH:22]=2)=[O:19])[C:7](=[O:11])[C:8]=1[O:9][CH3:10].C(=O)([O-])O.[Na+]. The catalyst is CO.Cl. The product is [CH3:1][O:2][C:3]1[C:4](=[O:36])[C:5]([CH3:35])=[C:6]([CH2:12][C:13]2[CH:14]=[CH:15][C:16]([OH:31])=[C:17]([CH:30]=2)[C:18]([NH:20][C:21]2[CH:29]=[CH:28][C:24]([C:25]([OH:27])=[O:26])=[CH:23][CH:22]=2)=[O:19])[C:7](=[O:11])[C:8]=1[O:9][CH3:10]. The yield is 0.770. (5) The reactants are [CH:1]([N:5]1[CH:10]=[CH:9][C:8]([C:11]([O:13]C)=[O:12])=[CH:7][C:6]1=[O:15])([CH2:3][CH3:4])[CH3:2].[OH-].[Li+]. The catalyst is O1CCCC1.CO.O. The product is [CH:1]([N:5]1[CH:10]=[CH:9][C:8]([C:11]([OH:13])=[O:12])=[CH:7][C:6]1=[O:15])([CH2:3][CH3:4])[CH3:2]. The yield is 0.500. (6) The reactants are [F:1][C:2]1[CH:3]=[C:4]([CH:6]=[C:7]([C:9]2[S:13][CH:12]=[N:11][CH:10]=2)[CH:8]=1)[NH2:5].Cl[C:15]1[N:20]=[C:19]([CH:21]2[CH2:23][CH2:22]2)[C:18]([F:24])=[CH:17][N:16]=1.CC1(C)C2C(=C(P(C3C=CC=CC=3)C3C=CC=CC=3)C=CC=2)OC2C(P(C3C=CC=CC=3)C3C=CC=CC=3)=CC=CC1=2.C(=O)([O-])[O-].[Cs+].[Cs+]. The catalyst is C(OCC)(=O)C.C([O-])(=O)C.[Pd+2].C([O-])(=O)C. The product is [CH:21]1([C:19]2[C:18]([F:24])=[CH:17][N:16]=[C:15]([NH:5][C:4]3[CH:6]=[C:7]([C:9]4[S:13][CH:12]=[N:11][CH:10]=4)[CH:8]=[C:2]([F:1])[CH:3]=3)[N:20]=2)[CH2:23][CH2:22]1. The yield is 0.780.